This data is from Reaction yield outcomes from USPTO patents with 853,638 reactions. The task is: Predict the reaction yield, written as a fraction of the theoretical maximum amount of product (1.0 means a 100% yield; for example, 0.34 means a 34% yield). (1) The reactants are [N:1]1[S:5][N:4]=[C:3]2[C:6]([S:10]([NH:13][C:14]3[CH:35]=[C:34]([Cl:36])[CH:33]=[CH:32][C:15]=3[C:16]([NH:18][C@@H:19]([CH2:23][C:24]3[CH:29]=[CH:28][C:27]([Cl:30])=[C:26]([Cl:31])[CH:25]=3)[C:20](O)=[O:21])=[O:17])(=[O:12])=[O:11])=[CH:7][CH:8]=[CH:9][C:2]=12.[CH2:37]([NH2:44])[C:38]1[CH:43]=[CH:42][CH:41]=[CH:40][CH:39]=1. No catalyst specified. The product is [N:1]1[S:5][N:4]=[C:3]2[C:6]([S:10]([NH:13][C:14]3[CH:35]=[C:34]([Cl:36])[CH:33]=[CH:32][C:15]=3[C:16]([NH:18][C@H:19]([C:20](=[O:21])[NH:44][CH2:37][C:38]3[CH:43]=[CH:42][CH:41]=[CH:40][CH:39]=3)[CH2:23][C:24]3[CH:29]=[CH:28][C:27]([Cl:30])=[C:26]([Cl:31])[CH:25]=3)=[O:17])(=[O:12])=[O:11])=[CH:7][CH:8]=[CH:9][C:2]=12. The yield is 0.330. (2) The reactants are [C:1]([O:5][C:6](=[O:21])[NH:7][C:8]1[CH:13]=[CH:12][C:11]([C:14]([CH3:17])([CH3:16])[CH3:15])=[C:10]([N+:18]([O-])=O)[CH:9]=1)([CH3:4])([CH3:3])[CH3:2]. The catalyst is CO.[Pd]. The product is [C:1]([O:5][C:6](=[O:21])[NH:7][C:8]1[CH:13]=[CH:12][C:11]([C:14]([CH3:17])([CH3:16])[CH3:15])=[C:10]([NH2:18])[CH:9]=1)([CH3:4])([CH3:2])[CH3:3]. The yield is 0.930. (3) The reactants are [NH:1]1[C:5]2=[CH:6][N:7]=[CH:8][CH:9]=[C:4]2[CH2:3][C:2]1=[O:10].[Li+].C[Si]([N-][Si](C)(C)C)(C)C.[CH2:21]1[CH2:25][O:24][CH2:23][CH2:22]1.BrCCOCCBr. No catalyst specified. The product is [NH:1]1[C:5]2=[CH:6][N:7]=[CH:8][CH:9]=[C:4]2[C:3]2([CH2:21][CH2:25][O:24][CH2:23][CH2:22]2)[C:2]1=[O:10]. The yield is 0.120. (4) The reactants are F[C:2](F)(F)[C:3]([O-])=O.[C:8]([NH:11][C:12]1[S:20][C:15]2[CH2:16][NH2+:17][CH2:18][CH2:19][C:14]=2[CH:13]=1)(=[O:10])[CH3:9].C(=O)C.C(O[BH-](OC(=O)C)OC(=O)C)(=O)C.[Na+]. The catalyst is ClC(Cl)C. The product is [CH2:2]([N:17]1[CH2:18][CH2:19][C:14]2[CH:13]=[C:12]([NH:11][C:8](=[O:10])[CH3:9])[S:20][C:15]=2[CH2:16]1)[CH3:3]. The yield is 0.850.